Task: Regression. Given a peptide amino acid sequence and an MHC pseudo amino acid sequence, predict their binding affinity value. This is MHC class II binding data.. Dataset: Peptide-MHC class II binding affinity with 134,281 pairs from IEDB (1) The peptide sequence is GWSSLGREYAAVAEE. The MHC is HLA-DQA10102-DQB10502 with pseudo-sequence HLA-DQA10102-DQB10502. The binding affinity (normalized) is 0.399. (2) The peptide sequence is LSFMDKGIPFMKMNI. The MHC is DRB1_0404 with pseudo-sequence DRB1_0404. The binding affinity (normalized) is 0.602. (3) The MHC is HLA-DQA10501-DQB10303 with pseudo-sequence HLA-DQA10501-DQB10303. The peptide sequence is GDSYIIVGRGDSRLT. The binding affinity (normalized) is 0. (4) The binding affinity (normalized) is 1.00. The peptide sequence is EKKYFAATQFEPLAG. The MHC is HLA-DPA10103-DPB10401 with pseudo-sequence HLA-DPA10103-DPB10401. (5) The peptide sequence is GELQIVDKIDAAFCI. The MHC is DRB5_0101 with pseudo-sequence DRB5_0101. The binding affinity (normalized) is 0.333. (6) The MHC is HLA-DPA10201-DPB10501 with pseudo-sequence HLA-DPA10201-DPB10501. The binding affinity (normalized) is 0.0440. The peptide sequence is DYIDAYVSRLLDD. (7) The binding affinity (normalized) is 0.254. The peptide sequence is SFLEILYGYEWELTK. The MHC is DRB5_0101 with pseudo-sequence DRB5_0101.